Task: Predict the reactants needed to synthesize the given product.. Dataset: Full USPTO retrosynthesis dataset with 1.9M reactions from patents (1976-2016) (1) The reactants are: [CH3:1][C:2]1[N:3]=[CH:4][N:5]([C:8]2[CH:13]=[C:12]([N+:14]([O-])=O)[CH:11]=[C:10]([O:17][CH3:18])[CH:9]=2)[C:6]=1[CH3:7]. Given the product [CH3:1][C:2]1[N:3]=[CH:4][N:5]([C:8]2[CH:13]=[C:12]([NH2:14])[CH:11]=[C:10]([O:17][CH3:18])[CH:9]=2)[C:6]=1[CH3:7], predict the reactants needed to synthesize it. (2) Given the product [C:10]([O:14][C:15]([N:17]1[CH2:22][CH2:21][CH:20]([CH2:23][S:7][C:1]2[CH:6]=[CH:5][CH:4]=[CH:3][CH:2]=2)[CH2:19][CH2:18]1)=[O:16])([CH3:13])([CH3:11])[CH3:12], predict the reactants needed to synthesize it. The reactants are: [C:1]1([SH:7])[CH:6]=[CH:5][CH:4]=[CH:3][CH:2]=1.[H-].[Na+].[C:10]([O:14][C:15]([N:17]1[CH2:22][CH2:21][CH:20]([CH2:23]OS(C)(=O)=O)[CH2:19][CH2:18]1)=[O:16])([CH3:13])([CH3:12])[CH3:11].C(O)C.